Task: Predict the reaction yield, written as a fraction of the theoretical maximum amount of product (1.0 means a 100% yield; for example, 0.34 means a 34% yield).. Dataset: Reaction yield outcomes from USPTO patents with 853,638 reactions (1) The yield is 0.900. The catalyst is C(OCC)(=O)C.O. The reactants are [CH2:1]([CH:8]([C:12](O)=O)[C:9]([OH:11])=[O:10])[C:2]1[CH:7]=[CH:6][CH:5]=[CH:4][CH:3]=1.C=O.C(NCC)C.Cl. The product is [CH2:12]=[C:8]([CH2:1][C:2]1[CH:7]=[CH:6][CH:5]=[CH:4][CH:3]=1)[C:9]([OH:11])=[O:10]. (2) The yield is 0.460. The reactants are [F:1][C:2]1[C:3](=[O:18])[N:4]([CH3:17])[CH:5]=[C:6](B2OC(C)(C)C(C)(C)O2)[CH:7]=1.Br[C:20]1[CH:34]=[C:33]([S:35]([CH3:38])(=[O:37])=[O:36])[CH:32]=[CH:31][C:21]=1[O:22][C:23]1[CH:28]=[CH:27][C:26]([F:29])=[CH:25][C:24]=1[F:30]. The product is [F:30][C:24]1[CH:25]=[C:26]([F:29])[CH:27]=[CH:28][C:23]=1[O:22][C:21]1[CH:31]=[CH:32][C:33]([S:35]([CH3:38])(=[O:37])=[O:36])=[CH:34][C:20]=1[C:6]1[CH:7]=[C:2]([F:1])[C:3](=[O:18])[N:4]([CH3:17])[CH:5]=1. The catalyst is O1CCOCC1.C(=O)(O)[O-].C1C=CC(P(C2C=CC=CC=2)[C-]2C=CC=C2)=CC=1.C1C=CC(P(C2C=CC=CC=2)[C-]2C=CC=C2)=CC=1.Cl[Pd]Cl.[Fe+2].